From a dataset of Full USPTO retrosynthesis dataset with 1.9M reactions from patents (1976-2016). Predict the reactants needed to synthesize the given product. Given the product [Cl:1][C:2]1[CH:10]=[CH:9][CH:8]=[C:7]2[C:3]=1[C:4]([C:17]([NH:32][CH2:31][CH:23]1[CH2:24][CH:25]([C:27]([F:28])([F:29])[F:30])[CH2:26][C:21]([F:20])([F:33])[CH2:22]1)=[O:19])=[CH:5][N:6]2[CH2:11][CH:12]1[CH2:16][CH2:15][CH2:14][O:13]1, predict the reactants needed to synthesize it. The reactants are: [Cl:1][C:2]1[CH:10]=[CH:9][CH:8]=[C:7]2[C:3]=1[C:4]([C:17]([OH:19])=O)=[CH:5][N:6]2[CH2:11][CH:12]1[CH2:16][CH2:15][CH2:14][O:13]1.[F:20][C:21]1([F:33])[CH2:26][CH:25]([C:27]([F:30])([F:29])[F:28])[CH2:24][CH:23]([CH2:31][NH2:32])[CH2:22]1.CN(C(ON1N=NC2C=CC=NC1=2)=[N+](C)C)C.F[P-](F)(F)(F)(F)F.